From a dataset of M1 muscarinic receptor agonist screen with 61,833 compounds. Binary Classification. Given a drug SMILES string, predict its activity (active/inactive) in a high-throughput screening assay against a specified biological target. (1) The compound is O=C(N1CCCc2c1cccc2)Cn1c(=O)c2nnn(c2nc1)c1cc(OC)ccc1. The result is 0 (inactive). (2) The molecule is S(=O)(=O)(NCCCC(=O)Nc1ccc(OC)cc1)c1sccc1. The result is 0 (inactive). (3) The drug is S1(=O)(=O)CC(NC(=O)c2cc(S(=O)(=O)N3CCCCC3)ccc2)CC1. The result is 0 (inactive). (4) The molecule is s1c2c(n3c(c(=O)n(nc3C)C(C(=O)N3CCN(CC3)C(OCC)=O)C)c2)cc1. The result is 0 (inactive).